This data is from KCNQ2 potassium channel screen with 302,405 compounds. The task is: Binary Classification. Given a drug SMILES string, predict its activity (active/inactive) in a high-throughput screening assay against a specified biological target. The compound is S(CC(=O)N1c2c(NC(=O)C1)cccc2)c1nc2c(cc1C#N)ccc(OC)c2. The result is 0 (inactive).